This data is from Forward reaction prediction with 1.9M reactions from USPTO patents (1976-2016). The task is: Predict the product of the given reaction. Given the reactants [OH:1][C:2]1[CH:10]=[CH:9][C:5]([C:6](=[S:8])[NH2:7])=[CH:4][CH:3]=1.Br[CH2:12][CH:13](OC)OC.CC1C=CC(S(O)(=O)=O)=CC=1, predict the reaction product. The product is: [OH:1][C:2]1[CH:10]=[CH:9][C:5]([C:6]2[S:8][CH:12]=[CH:13][N:7]=2)=[CH:4][CH:3]=1.